Predict the reactants needed to synthesize the given product. From a dataset of Full USPTO retrosynthesis dataset with 1.9M reactions from patents (1976-2016). (1) Given the product [OH:1][CH2:2][CH:3]([N:8]1[C:12]2[CH:13]=[CH:14][CH:15]=[CH:16][C:11]=2[S:10][C:9]1=[N:17][C:18](=[O:26])[C:19]1[CH:20]=[CH:21][C:22]([CH3:25])=[CH:23][CH:24]=1)[C:4]([OH:6])=[O:5], predict the reactants needed to synthesize it. The reactants are: [OH:1][CH2:2][CH:3]([N:8]1[C:12]2[CH:13]=[CH:14][CH:15]=[CH:16][C:11]=2[S:10][C:9]1=[N:17][C:18](=[O:26])[C:19]1[CH:24]=[CH:23][C:22]([CH3:25])=[CH:21][CH:20]=1)[C:4]([O:6]C)=[O:5].[OH-].[Na+]. (2) Given the product [Cl:3][C:4]1[CH:9]=[CH:8][C:7]([O:10][CH2:12][Sn:13]([CH3:16])([CH3:15])[CH3:14])=[CH:6][CH:5]=1, predict the reactants needed to synthesize it. The reactants are: [H-].[Na+].[Cl:3][C:4]1[CH:9]=[CH:8][C:7]([OH:10])=[CH:6][CH:5]=1.Cl[CH2:12][Sn:13]([CH3:16])([CH3:15])[CH3:14]. (3) Given the product [Br:1][C:2]1[CH:15]=[CH:14][C:5]2[N:6]=[C:7]([C@H:9]3[CH2:12][C@H:11]([N:49]4[CH2:50][CH2:51][CH2:52][C@H:48]4[CH3:47])[CH2:10]3)[S:8][C:4]=2[CH:3]=1, predict the reactants needed to synthesize it. The reactants are: [Br:1][C:2]1[CH:15]=[CH:14][C:5]2[N:6]=[C:7]([C@@H:9]3[CH2:12][C@H:11](O)[CH2:10]3)[S:8][C:4]=2[CH:3]=1.C(=O)([O-])[O-].[K+].[K+].FC(F)(F)S(OS(C(F)(F)F)(=O)=O)(=O)=O.C([C@@H]([C@H](C(O)=O)O)O)(O)=O.[CH3:47][C@@H:48]1[CH2:52][CH2:51][CH2:50][NH:49]1. (4) Given the product [CH3:1][O:2][C:3](=[O:18])[CH2:4][CH2:5][CH2:6][CH:7]=[C:8]([Sn:23]([CH2:24][CH2:25][CH2:26][CH3:27])([CH2:28][CH2:29][CH2:30][CH3:31])[CH2:19][CH2:20][CH2:21][CH3:22])[C:9]1[CH:14]=[C:13]([Cl:15])[CH:12]=[CH:11][C:10]=1[O:16][CH3:17], predict the reactants needed to synthesize it. The reactants are: [CH3:1][O:2][C:3](=[O:18])[CH2:4][CH2:5][CH2:6][C:7]#[C:8][C:9]1[CH:14]=[C:13]([Cl:15])[CH:12]=[CH:11][C:10]=1[O:16][CH3:17].[CH2:19]([SnH:23]([CH2:28][CH2:29][CH2:30][CH3:31])[CH2:24][CH2:25][CH2:26][CH3:27])[CH2:20][CH2:21][CH3:22]. (5) Given the product [CH3:20][O:21][C:22]([C@@H:24]1[CH2:29][N:28]([CH3:30])[CH2:27][CH2:26][N:25]1[C:6](=[O:7])[C@H:5]([O:4][C:1](=[O:3])[CH3:2])[C:9]([CH3:12])([CH3:11])[CH3:10])=[O:23], predict the reactants needed to synthesize it. The reactants are: [C:1]([O:4][C@H:5]([C:9]([CH3:12])([CH3:11])[CH3:10])[C:6](Cl)=[O:7])(=[O:3])[CH3:2].C(N(CC)CC)C.[CH3:20][O:21][C:22]([C@@H:24]1[CH2:29][N:28]([CH3:30])[CH2:27][CH2:26][NH:25]1)=[O:23].O. (6) Given the product [I:1][C:2]1[C:10]2[C:5](=[CH:6][N:7]=[C:8]([C:11]#[N:12])[CH:9]=2)[N:4]([C:22]([C:23]2[CH:28]=[CH:27][CH:26]=[CH:25][CH:24]=2)([C:35]2[CH:36]=[CH:37][CH:38]=[CH:39][CH:40]=2)[C:29]2[CH:30]=[CH:31][CH:32]=[CH:33][CH:34]=2)[N:3]=1, predict the reactants needed to synthesize it. The reactants are: [I:1][C:2]1[C:10]2[C:5](=[CH:6][N:7]=[C:8]([C:11]#[N:12])[CH:9]=2)[NH:4][N:3]=1.C(N(C(C)C)CC)(C)C.[C:22](Cl)([C:35]1[CH:40]=[CH:39][CH:38]=[CH:37][CH:36]=1)([C:29]1[CH:34]=[CH:33][CH:32]=[CH:31][CH:30]=1)[C:23]1[CH:28]=[CH:27][CH:26]=[CH:25][CH:24]=1. (7) Given the product [CH3:40][O:39][C:37](=[O:38])/[CH:36]=[CH:1]/[C:3]1[CH:13]=[CH:12][C:6]([C:7]([O:9][CH2:10][CH3:11])=[O:8])=[CH:5][C:4]=1[N+:14]([O-:16])=[O:15], predict the reactants needed to synthesize it. The reactants are: [CH:1]([C:3]1[CH:13]=[CH:12][C:6]([C:7]([O:9][CH2:10][CH3:11])=[O:8])=[CH:5][C:4]=1[N+:14]([O-:16])=[O:15])=O.C1(P(=[CH:36][C:37]([O:39][CH3:40])=[O:38])(C2C=CC=CC=2)C2C=CC=CC=2)C=CC=CC=1.